This data is from CYP3A4 inhibition data for predicting drug metabolism from PubChem BioAssay. The task is: Regression/Classification. Given a drug SMILES string, predict its absorption, distribution, metabolism, or excretion properties. Task type varies by dataset: regression for continuous measurements (e.g., permeability, clearance, half-life) or binary classification for categorical outcomes (e.g., BBB penetration, CYP inhibition). Dataset: cyp3a4_veith. (1) The drug is CCNc1ncc2nc(-c3cccs3)c(=O)n(-c3ccc(OC)cc3)c2n1. The result is 1 (inhibitor). (2) The drug is CCCn1nc(Oc2nc(NCC)nc(NCC)n2)ccc1=O. The result is 0 (non-inhibitor).